This data is from Forward reaction prediction with 1.9M reactions from USPTO patents (1976-2016). The task is: Predict the product of the given reaction. (1) Given the reactants [CH:1]([O:4][C:5]1[CH:6]=[C:7]([CH:10]=[CH:11][N:12]=1)[C:8]#N)([CH3:3])[CH3:2].[OH-:13].[Na+].Cl.[OH2:16], predict the reaction product. The product is: [CH:1]([O:4][C:5]1[CH:6]=[C:7]([CH:10]=[CH:11][N:12]=1)[C:8]([OH:16])=[O:13])([CH3:3])[CH3:2]. (2) Given the reactants [C:1]1([C:7]2[CH:15]=[C:14]3[C:10]([CH2:11][C:12](=[O:16])[NH:13]3)=[CH:9][CH:8]=2)[CH:6]=[CH:5][CH:4]=[CH:3][CH:2]=1.[N:17]1([CH2:22][CH2:23][CH2:24][NH:25][C:26]([C:28]2[C:32]([CH3:33])=[C:31]([CH:34]=O)[NH:30][C:29]=2[CH3:36])=[O:27])[CH:21]=[CH:20][N:19]=[CH:18]1, predict the reaction product. The product is: [N:17]1([CH2:22][CH2:23][CH2:24][NH:25][C:26]([C:28]2[C:32]([CH3:33])=[C:31]([CH:34]=[C:11]3[C:10]4[C:14](=[CH:15][C:7]([C:1]5[CH:2]=[CH:3][CH:4]=[CH:5][CH:6]=5)=[CH:8][CH:9]=4)[NH:13][C:12]3=[O:16])[NH:30][C:29]=2[CH3:36])=[O:27])[CH:21]=[CH:20][N:19]=[CH:18]1. (3) Given the reactants C(OC([N:8]1[CH2:13][CH2:12][C:11]([NH:16][C:17](=[O:25])[C:18]2[CH:23]=[CH:22][C:21]([Cl:24])=[CH:20][CH:19]=2)([C:14]#[N:15])[CH2:10][CH2:9]1)=O)(C)(C)C, predict the reaction product. The product is: [ClH:24].[Cl:24][C:21]1[CH:22]=[CH:23][C:18]([C:17]([NH:16][C:11]2([C:14]#[N:15])[CH2:10][CH2:9][NH:8][CH2:13][CH2:12]2)=[O:25])=[CH:19][CH:20]=1.